Dataset: Catalyst prediction with 721,799 reactions and 888 catalyst types from USPTO. Task: Predict which catalyst facilitates the given reaction. (1) Reactant: Cl[C:2]([O:4][CH2:5][CH3:6])=[O:3].[C@@H:7]1([NH2:17])[C:16]2[C:11](=[CH:12][CH:13]=[CH:14][CH:15]=2)[CH2:10][CH2:9][CH2:8]1.C([O-])([O-])=O.[K+].[K+].O. Product: [CH2:5]([O:4][C:2](=[O:3])[NH:17][C@@H:7]1[C:16]2[C:11](=[CH:12][CH:13]=[CH:14][CH:15]=2)[CH2:10][CH2:9][CH2:8]1)[CH3:6]. The catalyst class is: 23. (2) Reactant: [CH3:1][O:2][C:3]1[CH:4]=[C:5]2[C:10](=[CH:11][C:12]=1[O:13][CH2:14][CH2:15][O:16][CH3:17])[N:9]=[CH:8][N:7]=[C:6]2[O:18][C:19]1[CH:20]=[C:21]([CH:23]=[CH:24][CH:25]=1)[NH2:22].[CH3:26][O:27][CH2:28][CH2:29][O:30][C:31]1[CH:32]=[C:33]([NH:41][C:42](=O)[O:43]C2C=CC=CC=2)[CH:34]=[C:35]([C:37]([F:40])([F:39])[F:38])[CH:36]=1. Product: [CH3:1][O:2][C:3]1[CH:4]=[C:5]2[C:10](=[CH:11][C:12]=1[O:13][CH2:14][CH2:15][O:16][CH3:17])[N:9]=[CH:8][N:7]=[C:6]2[O:18][C:19]1[CH:20]=[C:21]([NH:22][C:42]([NH:41][C:33]2[CH:34]=[C:35]([C:37]([F:39])([F:40])[F:38])[CH:36]=[C:31]([O:30][CH2:29][CH2:28][O:27][CH3:26])[CH:32]=2)=[O:43])[CH:23]=[CH:24][CH:25]=1. The catalyst class is: 100.